From a dataset of Forward reaction prediction with 1.9M reactions from USPTO patents (1976-2016). Predict the product of the given reaction. (1) Given the reactants I[C:2]1[CH:7]=[CH:6][C:5]([N:8]2[CH2:13][CH2:12][CH:11]([CH:14]3[CH2:19][CH2:18][N:17]([C:20]([O:22][C:23]([CH3:26])([CH3:25])[CH3:24])=[O:21])[CH2:16][CH2:15]3)[CH2:10][CH2:9]2)=[CH:4][CH:3]=1.[NH:27]1[CH:31]=[N:30][CH:29]=[N:28]1.CN(C)CCN.[O-]P([O-])([O-])=O.[K+].[K+].[K+], predict the reaction product. The product is: [N:27]1([C:2]2[CH:7]=[CH:6][C:5]([N:8]3[CH2:13][CH2:12][CH:11]([CH:14]4[CH2:19][CH2:18][N:17]([C:20]([O:22][C:23]([CH3:26])([CH3:25])[CH3:24])=[O:21])[CH2:16][CH2:15]4)[CH2:10][CH2:9]3)=[CH:4][CH:3]=2)[CH:31]=[N:30][CH:29]=[N:28]1. (2) Given the reactants [C:1]1([CH:6]=O)[CH2:5][CH2:4][CH2:3][CH:2]=1.[C:8]([NH:11][CH:12]([C:18]([O:20][CH2:21][CH3:22])=[O:19])[C:13]([O:15][CH2:16][CH3:17])=[O:14])(=[O:10])[CH3:9], predict the reaction product. The product is: [C:8]([N:11]1[CH2:6][CH:1]2[CH:2]([CH2:3][CH2:4][CH2:5]2)[C:12]1([C:18]([O:20][CH2:21][CH3:22])=[O:19])[C:13]([O:15][CH2:16][CH3:17])=[O:14])(=[O:10])[CH3:9].